From a dataset of Catalyst prediction with 721,799 reactions and 888 catalyst types from USPTO. Predict which catalyst facilitates the given reaction. (1) Reactant: [C:1]([N:4]1[CH2:9][CH2:8][NH:7][CH2:6][CH2:5]1)(=[O:3])[CH3:2].[Cl:10][C:11]1[CH:12]=[N:13][CH:14]=[C:15]([Cl:18])[C:16]=1Cl.C(N(CC)CC)C. Product: [Cl:10][C:11]1[CH:12]=[N:13][CH:14]=[C:15]([Cl:18])[C:16]=1[N:7]1[CH2:8][CH2:9][N:4]([C:1](=[O:3])[CH3:2])[CH2:5][CH2:6]1. The catalyst class is: 37. (2) Reactant: [CH3:1][O:2][C:3](=[O:15])[CH2:4][CH2:5][S:6](=[O:14])(=[O:13])[NH:7][CH2:8][CH2:9][CH2:10][CH:11]=[CH2:12].[C:16]([O-])([O-])=O.[K+].[K+].CI. Product: [CH3:1][O:2][C:3](=[O:15])[CH2:4][CH2:5][S:6](=[O:14])(=[O:13])[N:7]([CH3:16])[CH2:8][CH2:9][CH2:10][CH:11]=[CH2:12]. The catalyst class is: 31. (3) Reactant: [NH2:1][C:2]([C:4]1[CH:5]=[N:6][C:7]2[C:12]([C:13]=1[NH:14][C:15]1[CH:16]=[C:17]([CH:21]=[CH:22][CH:23]=1)[C:18]([OH:20])=[O:19])=[CH:11][CH:10]=[C:9]([C:24]1[CH:29]=[CH:28][CH:27]=[C:26]([O:30]C)[CH:25]=1)[CH:8]=2)=[O:3].B(Br)(Br)Br.O. Product: [NH2:1][C:2]([C:4]1[CH:5]=[N:6][C:7]2[C:12]([C:13]=1[NH:14][C:15]1[CH:16]=[C:17]([CH:21]=[CH:22][CH:23]=1)[C:18]([OH:20])=[O:19])=[CH:11][CH:10]=[C:9]([C:24]1[CH:29]=[CH:28][CH:27]=[C:26]([OH:30])[CH:25]=1)[CH:8]=2)=[O:3]. The catalyst class is: 4. (4) Reactant: [CH:1]1([C:4](=O)[CH2:5][C:6](=O)[C:7]([F:10])([F:9])[F:8])[CH2:3][CH2:2]1.O.[NH2:14][NH2:15].O.CCOC(C)=O. The catalyst class is: 8. Product: [CH:1]1([C:4]2[NH:15][N:14]=[C:6]([C:7]([F:10])([F:9])[F:8])[CH:5]=2)[CH2:3][CH2:2]1. (5) Reactant: C([O:8][C:9]1[CH:10]=[C:11]([C:24]2[CH:29]=[CH:28][C:27]([C:30]#[N:31])=[CH:26][N:25]=2)[C:12]2[S:16][C:15]([NH:17][C:18]([NH:20][CH2:21][CH3:22])=[O:19])=[N:14][C:13]=2[CH:23]=1)C1C=CC=CC=1.CS(O)(=O)=O. Product: [C:30]([C:27]1[CH:28]=[CH:29][C:24]([C:11]2[C:12]3[S:16][C:15]([NH:17][C:18]([NH:20][CH2:21][CH3:22])=[O:19])=[N:14][C:13]=3[CH:23]=[C:9]([OH:8])[CH:10]=2)=[N:25][CH:26]=1)#[N:31]. The catalyst class is: 96. (6) Reactant: [Cl:1][C:2]1[CH:3]=[C:4]2[C:9](=[C:10]([Cl:12])[CH:11]=1)[CH2:8][N:7]([CH3:13])[CH2:6][CH:5]2[C:14]1[CH:19]=[CH:18][C:17]([NH:20][C:21](=[O:33])[NH:22][C@@H:23]([CH2:28][C:29]([O:31]C)=[O:30])[C:24]([O:26]C)=[O:25])=[CH:16][CH:15]=1.[OH-].[Na+]. Product: [Cl:1][C:2]1[CH:3]=[C:4]2[C:9](=[C:10]([Cl:12])[CH:11]=1)[CH2:8][N:7]([CH3:13])[CH2:6][CH:5]2[C:14]1[CH:19]=[CH:18][C:17]([NH:20][C:21](=[O:33])[NH:22][C@@H:23]([CH2:28][C:29]([OH:31])=[O:30])[C:24]([OH:26])=[O:25])=[CH:16][CH:15]=1. The catalyst class is: 24.